From a dataset of Forward reaction prediction with 1.9M reactions from USPTO patents (1976-2016). Predict the product of the given reaction. (1) Given the reactants [F:1][C:2]1[C:7]([C:8]([F:11])([F:10])[F:9])=[CH:6][CH:5]=[CH:4][C:3]=1[CH2:12][C:13]([OH:15])=O.[CH3:16][O:17][C:18]1[CH:19]=[C:20]2[C:24](=[CH:25][C:26]=1[N:27]1[CH2:32][C@H:31]([CH3:33])[N:30]([CH3:34])[C@H:29]([CH3:35])[CH2:28]1)[NH:23][CH2:22][CH2:21]2, predict the reaction product. The product is: [F:1][C:2]1[C:7]([C:8]([F:9])([F:10])[F:11])=[CH:6][CH:5]=[CH:4][C:3]=1[CH2:12][C:13]([N:23]1[C:24]2[C:20](=[CH:19][C:18]([O:17][CH3:16])=[C:26]([N:27]3[CH2:32][C@H:31]([CH3:33])[N:30]([CH3:34])[C@H:29]([CH3:35])[CH2:28]3)[CH:25]=2)[CH2:21][CH2:22]1)=[O:15]. (2) Given the reactants [OH:1][CH:2]([C:6]1([OH:19])[CH2:11][CH2:10][N:9]([C:12]([O:14][C:15]([CH3:18])([CH3:17])[CH3:16])=[O:13])[CH2:8][CH2:7]1)[CH2:3][CH2:4]O.C1(C)C=CC(S(Cl)(=O)=O)=CC=1.C(N(CC)CC)C, predict the reaction product. The product is: [OH:1][CH:2]1[C:6]2([CH2:7][CH2:8][N:9]([C:12]([O:14][C:15]([CH3:16])([CH3:17])[CH3:18])=[O:13])[CH2:10][CH2:11]2)[O:19][CH2:4][CH2:3]1.